Dataset: Full USPTO retrosynthesis dataset with 1.9M reactions from patents (1976-2016). Task: Predict the reactants needed to synthesize the given product. (1) Given the product [OH:17][C:16]1[C:11]([C:9]([NH:8][CH2:7][C:6]([OH:19])=[O:5])=[O:10])=[N:12][CH:13]=[C:14]([OH:18])[CH:15]=1, predict the reactants needed to synthesize it. The reactants are: C([O:5][C:6](=[O:19])[CH2:7][NH:8][C:9]([C:11]1[C:16]([OH:17])=[CH:15][C:14]([OH:18])=[CH:13][N:12]=1)=[O:10])(C)(C)C.FC(F)(F)C(O)=O. (2) Given the product [Cl:23][C:24]1[C:29]([Cl:30])=[CH:28][CH:27]=[CH:26][C:25]=1[N:31]1[CH2:36][CH2:35][N:34]([CH2:2][CH2:3][CH2:4][CH2:5][O:6][C:7]2[CH:8]=[C:9]3[C:14](=[CH:15][CH:16]=2)[N:13]2[CH:17]=[CH:18][CH:19]=[C:12]2[C:11](=[O:20])[NH:10]3)[CH2:33][CH2:32]1, predict the reactants needed to synthesize it. The reactants are: Br[CH2:2][CH2:3][CH2:4][CH2:5][O:6][C:7]1[CH:8]=[C:9]2[C:14](=[CH:15][CH:16]=1)[N:13]1[CH:17]=[CH:18][CH:19]=[C:12]1[C:11](=[O:20])[NH:10]2.Cl.Cl.[Cl:23][C:24]1[C:29]([Cl:30])=[CH:28][CH:27]=[CH:26][C:25]=1[N:31]1[CH2:36][CH2:35][NH:34][CH2:33][CH2:32]1.ClC1C=C(N2CCN(CCCCCOC3N=CC4C(C=3)=CC=CC=4)CC2)C=CC=1. (3) Given the product [Cl:1][C:2]1[CH:3]=[CH:4][C:5]([CH2:8][CH2:9][N:10]([CH2:27][C:28]2[CH:47]=[CH:46][C:31]([CH2:32][O:33][C:34]3[CH:39]=[CH:38][C:37]([CH2:40][CH2:41][C:42]([OH:44])=[O:43])=[CH:36][CH:35]=3)=[CH:30][CH:29]=2)[C:11]2[S:12][CH:15]=[C:16]([C:18]3[CH:23]=[CH:22][CH:21]=[CH:20][CH:19]=3)[N:13]=2)=[CH:6][CH:7]=1, predict the reactants needed to synthesize it. The reactants are: [Cl:1][C:2]1[CH:7]=[CH:6][C:5]([CH2:8][CH2:9][NH:10][C:11]([NH2:13])=[S:12])=[CH:4][CH:3]=1.Br[CH2:15][C:16]([C:18]1[CH:23]=[CH:22][CH:21]=[CH:20][CH:19]=1)=O.[H-].[Na+].Cl[CH2:27][C:28]1[CH:47]=[CH:46][C:31]([CH2:32][O:33][C:34]2[CH:39]=[CH:38][C:37]([CH2:40][CH2:41][C:42]([O:44]C)=[O:43])=[CH:36][CH:35]=2)=[CH:30][CH:29]=1.P([O-])(O)(O)=O.[K+]. (4) Given the product [Br:2][C:3]1[C:21]([CH3:22])=[CH:20][C:6]([O:7][C@H:8]2[CH2:12][CH2:11][N:10]([CH:13]3[CH2:18][CH2:17][N:16]([C:34]4[N:39]=[CH:38][C:37]([CH2:40][CH3:41])=[CH:36][N:35]=4)[CH2:15][CH2:14]3)[C:9]2=[O:19])=[C:5]([F:23])[CH:4]=1, predict the reactants needed to synthesize it. The reactants are: Cl.[Br:2][C:3]1[C:21]([CH3:22])=[CH:20][C:6]([O:7][C@H:8]2[CH2:12][CH2:11][N:10]([CH:13]3[CH2:18][CH2:17][NH:16][CH2:15][CH2:14]3)[C:9]2=[O:19])=[C:5]([F:23])[CH:4]=1.C(N(C(C)C)C(C)C)C.Cl[C:34]1[N:39]=[CH:38][C:37]([CH2:40][CH3:41])=[CH:36][N:35]=1.O. (5) Given the product [Br:14][C:9]1[C:10]([O:12][CH3:13])=[CH:11][C:3]([O:2][CH3:1])=[C:4]([CH:8]=1)[C:5]([OH:7])=[O:6], predict the reactants needed to synthesize it. The reactants are: [CH3:1][O:2][C:3]1[CH:11]=[C:10]([O:12][CH3:13])[CH:9]=[CH:8][C:4]=1[C:5]([OH:7])=[O:6].[Br:14]Br.S([O-])([O-])=O.[Na+].[Na+].O.